This data is from Forward reaction prediction with 1.9M reactions from USPTO patents (1976-2016). The task is: Predict the product of the given reaction. (1) Given the reactants C(O[C:6]([C:8]1[N:13]=[CH:12][C:11]2[CH:14]=[C:15]([S:17][C:18]3[CH:23]=[CH:22][CH:21]=[CH:20][CH:19]=3)[S:16][C:10]=2[C:9]=1[OH:24])=[O:7])CCC.[NH2:25][CH2:26][C:27]([OH:29])=[O:28], predict the reaction product. The product is: [OH:24][C:9]1[C:10]2[S:16][C:15]([S:17][C:18]3[CH:19]=[CH:20][CH:21]=[CH:22][CH:23]=3)=[CH:14][C:11]=2[CH:12]=[N:13][C:8]=1[C:6]([NH:25][CH2:26][C:27]([OH:29])=[O:28])=[O:7]. (2) Given the reactants N(C(OC(C)(C)C)=O)[C@H](C(O)=O)C(C)C.CN1CCOCC1.[CH2:23]([O:27][C:28]([Cl:30])=[O:29])[CH:24]([CH3:26])[CH3:25].Cl.[NH2:32][C:33]1[C:34]([O:57][CH2:58][CH3:59])=[CH:35][CH:36]=[C:37]2[C:42]=1[CH:41]=[N:40][CH:39]=[C:38]2[C:43]([C:45]1[CH:50]=[C:49]([O:51][CH3:52])[C:48]([O:53][CH3:54])=[C:47]([O:55][CH3:56])[CH:46]=1)=[O:44], predict the reaction product. The product is: [ClH:30].[CH2:58]([O:57][C:34]1[C:33]([NH:32][C:28](=[O:29])[O:27][CH2:23][CH:24]([CH3:26])[CH3:25])=[C:42]2[C:37]([C:38]([C:43](=[O:44])[C:45]3[CH:50]=[C:49]([O:51][CH3:52])[C:48]([O:53][CH3:54])=[C:47]([O:55][CH3:56])[CH:46]=3)=[CH:39][N:40]=[CH:41]2)=[CH:36][CH:35]=1)[CH3:59]. (3) Given the reactants [C:1]([O:5][C:6]([N:8]1[CH2:28][CH2:27][C:11]2[N:12]([S:22]([CH2:25][CH3:26])(=[O:24])=[O:23])[C:13]3[CH:14]=[CH:15][C:16]([C:19]([OH:21])=O)=[CH:17][C:18]=3[C:10]=2[CH2:9]1)=[O:7])([CH3:4])([CH3:3])[CH3:2].C(N(C(C)C)CC)(C)C.CN(C(ON1N=N[C:48]2[CH:49]=[CH:50][CH:51]=[N:52][C:47]1=2)=[N+](C)C)C.F[P-](F)(F)(F)(F)F.CN([CH:65]=[O:66])C, predict the reaction product. The product is: [CH2:25]([S:22]([N:12]1[C:13]2[CH:14]=[CH:15][C:16]([C:19]([N:52]3[CH2:47][CH2:48][CH:49]([O:66][CH3:65])[CH2:50][CH2:51]3)=[O:21])=[CH:17][C:18]=2[C:10]2[CH2:9][N:8]([C:6]([O:5][C:1]([CH3:4])([CH3:3])[CH3:2])=[O:7])[CH2:28][CH2:27][C:11]1=2)(=[O:23])=[O:24])[CH3:26]. (4) Given the reactants [ClH:1].Cl.Cl.[Cl:4]C1C=CC(Cl)=C2C=1C=C([C:16]1[C:17]([NH2:33])=[N:18][CH:19]=[C:20]([C:22]3[CH:23]=[N:24][N:25]([CH:27]4[CH2:32][CH2:31][NH:30][CH2:29][CH2:28]4)[CH:26]=3)[CH:21]=1)N=C2.[C:34]([C:36]1[CH:45]=[CH:44][C:43]([F:46])=[C:42]2[C:37]=1[CH:38]=[C:39](OS(C(F)(F)F)(=O)=O)[N:40]=[CH:41]2)#[N:35], predict the reaction product. The product is: [ClH:4].[ClH:1].[ClH:4].[NH2:33][C:17]1[C:16]([C:39]2[N:40]=[CH:41][C:42]3[C:43]([F:46])=[CH:44][CH:45]=[C:36]([C:34]#[N:35])[C:37]=3[CH:38]=2)=[CH:21][C:20]([C:22]2[CH:23]=[N:24][N:25]([CH:27]3[CH2:32][CH2:31][NH:30][CH2:29][CH2:28]3)[CH:26]=2)=[CH:19][N:18]=1. (5) Given the reactants [CH2:1]([N:3]([CH2:14][CH3:15])[C:4]([CH:6]1[CH2:11][CH2:10][CH2:9][CH:8](Br)[C:7]1=O)=[O:5])[CH3:2].[CH2:16]([O:23][CH2:24][CH2:25][NH:26][C:27]1[CH:32]=[CH:31][CH:30]=[C:29]([F:33])[CH:28]=1)[C:17]1[CH:22]=[CH:21][CH:20]=[CH:19][CH:18]=1, predict the reaction product. The product is: [CH2:1]([N:3]([CH2:14][CH3:15])[C:4]([CH:6]1[C:7]2[C:28]3[C:27](=[CH:32][CH:31]=[CH:30][C:29]=3[F:33])[N:26]([CH2:25][CH2:24][O:23][CH2:16][C:17]3[CH:22]=[CH:21][CH:20]=[CH:19][CH:18]=3)[C:8]=2[CH2:9][CH2:10][CH2:11]1)=[O:5])[CH3:2]. (6) Given the reactants [Br:1][C:2]1[CH:3]=[C:4]2[C:9](Cl)=[C:8]([C:11]([NH2:13])=[O:12])[CH:7]=[N:6][N:5]2[CH:14]=1.[NH2:15][C@@H:16]1[CH2:20][CH2:19][C@@:18]([CH3:22])([OH:21])[C:17]1([CH3:24])[CH3:23].CCN(C(C)C)C(C)C, predict the reaction product. The product is: [Br:1][C:2]1[CH:3]=[C:4]2[C:9]([NH:15][C@@H:16]3[CH2:20][CH2:19][C@:18]([OH:21])([CH3:22])[C:17]3([CH3:24])[CH3:23])=[C:8]([C:11]([NH2:13])=[O:12])[CH:7]=[N:6][N:5]2[CH:14]=1.